This data is from Catalyst prediction with 721,799 reactions and 888 catalyst types from USPTO. The task is: Predict which catalyst facilitates the given reaction. (1) Reactant: Br[C:2]1[CH:3]=[C:4]([N:8]2[N:12]=[CH:11][CH:10]=[N:9]2)[CH:5]=[CH:6][CH:7]=1.[B:13]1([B:13]2[O:17][C:16]([CH3:19])([CH3:18])[C:15]([CH3:21])([CH3:20])[O:14]2)[O:17][C:16]([CH3:19])([CH3:18])[C:15]([CH3:21])([CH3:20])[O:14]1.C([O-])(=O)C.[K+]. Product: [CH3:20][C:15]1([CH3:21])[C:16]([CH3:19])([CH3:18])[O:17][B:13]([C:2]2[CH:3]=[C:4]([N:8]3[N:12]=[CH:11][CH:10]=[N:9]3)[CH:5]=[CH:6][CH:7]=2)[O:14]1. The catalyst class is: 75. (2) Reactant: [Cl:1][C:2]1[N:7]=[C:6]([NH2:8])[CH:5]=[CH:4][C:3]=1[CH3:9].CCN(CC)CC.[F:17][C:18]1([F:33])[O:22][C:21]2[CH:23]=[CH:24][C:25]([C:27]3([C:30](Cl)=[O:31])[CH2:29][CH2:28]3)=[CH:26][C:20]=2[O:19]1. Product: [Cl:1][C:2]1[N:7]=[C:6]([NH:8][C:30]([C:27]2([C:25]3[CH:24]=[CH:23][C:21]4[O:22][C:18]([F:33])([F:17])[O:19][C:20]=4[CH:26]=3)[CH2:29][CH2:28]2)=[O:31])[CH:5]=[CH:4][C:3]=1[CH3:9]. The catalyst class is: 4.